Task: Predict which catalyst facilitates the given reaction.. Dataset: Catalyst prediction with 721,799 reactions and 888 catalyst types from USPTO (1) Reactant: [Cl:1][C:2]1[CH:3]=[CH:4][C:5]([N+:11]([O-:13])=[O:12])=[C:6]([CH:10]=1)[CH:7]=[N:8][OH:9].[Cl:14]OC(C)(C)C. Product: [Cl:1][C:2]1[CH:3]=[CH:4][C:5]([N+:11]([O-:13])=[O:12])=[C:6]([CH:10]=1)[C:7]([Cl:14])=[N:8][OH:9]. The catalyst class is: 26. (2) Reactant: [Cl:1][C:2]1[CH:3]=[C:4]([C@@H:12]([CH2:22][CH:23]2[CH2:27][CH2:26][CH2:25][CH2:24]2)[C:13]([NH:15][C:16]2[CH:20]=[CH:19][N:18]([CH3:21])[N:17]=2)=[O:14])[CH:5]=[CH:6][C:7]=1[S:8]([CH3:11])(=[O:10])=[O:9].C(Cl)(=O)C(Cl)=O.N1C(C)=CC=CC=1C.NC1C=CN(C[C:49]#[C:50][CH2:51][OH:52])N=1. Product: [Cl:1][C:2]1[CH:3]=[C:4]([C@@H:12]([CH2:22][CH:23]2[CH2:24][CH2:25][CH2:26][CH2:27]2)[C:13]([NH:15][C:16]2[CH:20]=[CH:19][N:18]([CH2:21][C:49]#[C:50][CH2:51][OH:52])[N:17]=2)=[O:14])[CH:5]=[CH:6][C:7]=1[S:8]([CH3:11])(=[O:10])=[O:9]. The catalyst class is: 2. (3) Reactant: [F:1][C:2]1[CH:7]=[CH:6][C:5]([CH2:8][C:9]#[N:10])=[CH:4][CH:3]=1.[O-]CC.[Na+].[CH2:15]([N:22]1[CH2:27][CH2:26][C:25](=O)[CH2:24][CH2:23]1)[C:16]1[CH:21]=[CH:20][CH:19]=[CH:18][CH:17]=1. Product: [CH2:15]([N:22]1[CH2:27][CH2:26][C:25](=[C:8]([C:5]2[CH:6]=[CH:7][C:2]([F:1])=[CH:3][CH:4]=2)[C:9]#[N:10])[CH2:24][CH2:23]1)[C:16]1[CH:21]=[CH:20][CH:19]=[CH:18][CH:17]=1. The catalyst class is: 8. (4) The catalyst class is: 37. Product: [CH3:15][O:16][CH:17]1[CH2:22][CH2:21][N:20]([C:2]2[O:3][C:4]3[C:5](=[C:7]([C:11]([O:13][CH3:14])=[O:12])[CH:8]=[CH:9][CH:10]=3)[N:6]=2)[CH2:19][CH2:18]1. Reactant: Cl[C:2]1[O:3][C:4]2[C:5](=[C:7]([C:11]([O:13][CH3:14])=[O:12])[CH:8]=[CH:9][CH:10]=2)[N:6]=1.[CH3:15][O:16][CH:17]1[CH2:22][CH2:21][NH:20][CH2:19][CH2:18]1.[H-].[Na+]. (5) Reactant: [C:1]([O:5][C:6](=[O:19])[C@@H:7]([N:9]1[C:13]2[CH:14]=[CH:15][CH:16]=[CH:17][C:12]=2[NH:11][C:10]1=[O:18])[CH3:8])([CH3:4])([CH3:3])[CH3:2].[CH3:20][C:21]1[C:29]2[C:28]([CH2:30]O)=[CH:27][S:26][C:25]=2[CH:24]=[CH:23][CH:22]=1.C1(P(C2C=CC=CC=2)C2C=CC=CC=2)C=CC=CC=1.CC(OC(/N=N/C(OC(C)C)=O)=O)C. Product: [C:1]([O:5][C:6](=[O:19])[C@@H:7]([N:9]1[C:13]2[CH:14]=[CH:15][CH:16]=[CH:17][C:12]=2[N:11]([CH2:30][C:28]2[C:29]3[C:21]([CH3:20])=[CH:22][CH:23]=[CH:24][C:25]=3[S:26][CH:27]=2)[C:10]1=[O:18])[CH3:8])([CH3:2])([CH3:3])[CH3:4]. The catalyst class is: 13. (6) Reactant: [C:1]([O:5][C:6]([NH:8][CH2:9][CH2:10][CH2:11][NH:12][C:13]([C:15]1[CH:16]=[C:17]([C:21]([OH:32])([C:26]2[CH:31]=[CH:30][CH:29]=[CH:28][CH:27]=2)[C:22]([O:24]C)=[O:23])[CH:18]=[CH:19][CH:20]=1)=[O:14])=[O:7])([CH3:4])([CH3:3])[CH3:2].[Li+].[OH-]. Product: [C:1]([O:5][C:6]([NH:8][CH2:9][CH2:10][CH2:11][NH:12][C:13]([C:15]1[CH:16]=[C:17]([C:21]([OH:32])([C:26]2[CH:31]=[CH:30][CH:29]=[CH:28][CH:27]=2)[C:22]([OH:24])=[O:23])[CH:18]=[CH:19][CH:20]=1)=[O:14])=[O:7])([CH3:4])([CH3:2])[CH3:3]. The catalyst class is: 664. (7) Reactant: [CH3:1][C:2]1[N:3]=[C:4]([C:12]2[CH:17]=[CH:16][CH:15]=[C:14]([C:18]([F:21])([F:20])[F:19])[CH:13]=2)[N:5]2[C:10]=1[CH:9]=[N:8][C:7]([NH2:11])=[N:6]2.Br[C:23]1[CH:28]=[CH:27][C:26]([NH:29][C:30](=[O:32])[CH3:31])=[CH:25][CH:24]=1.C(P(C(C)(C)C)C1C=CC=CC=1C1C=CC=CC=1)(C)(C)C.CC([O-])(C)C.[Na+]. The catalyst class is: 62. Product: [CH3:1][C:2]1[N:3]=[C:4]([C:12]2[CH:17]=[CH:16][CH:15]=[C:14]([C:18]([F:21])([F:19])[F:20])[CH:13]=2)[N:5]2[C:10]=1[CH:9]=[N:8][C:7]([NH:11][C:23]1[CH:28]=[CH:27][C:26]([NH:29][C:30](=[O:32])[CH3:31])=[CH:25][CH:24]=1)=[N:6]2.